This data is from NCI-60 drug combinations with 297,098 pairs across 59 cell lines. The task is: Regression. Given two drug SMILES strings and cell line genomic features, predict the synergy score measuring deviation from expected non-interaction effect. Drug 2: C1C(C(OC1N2C=NC(=NC2=O)N)CO)O. Synergy scores: CSS=29.1, Synergy_ZIP=-3.27, Synergy_Bliss=-2.63, Synergy_Loewe=-7.68, Synergy_HSA=-0.0390. Drug 1: CN1CCC(CC1)COC2=C(C=C3C(=C2)N=CN=C3NC4=C(C=C(C=C4)Br)F)OC. Cell line: OVCAR-8.